Dataset: Forward reaction prediction with 1.9M reactions from USPTO patents (1976-2016). Task: Predict the product of the given reaction. (1) The product is: [CH3:24][C:25]1[N:29]([CH2:30][C:31]([N:20]2[CH2:19][CH2:18][CH:17]([C:14]3[S:15][CH:16]=[C:12]([CH2:11][CH2:10][CH2:9][CH:8]([C:2]4[CH:7]=[CH:6][CH:5]=[CH:4][CH:3]=4)[CH3:23])[N:13]=3)[CH2:22][CH2:21]2)=[O:32])[N:28]=[C:27]([C:34]([F:36])([F:35])[F:37])[CH:26]=1. Given the reactants Cl.[C:2]1([CH:8]([CH3:23])[CH2:9][CH2:10][CH2:11][C:12]2[N:13]=[C:14]([CH:17]3[CH2:22][CH2:21][NH:20][CH2:19][CH2:18]3)[S:15][CH:16]=2)[CH:7]=[CH:6][CH:5]=[CH:4][CH:3]=1.[CH3:24][C:25]1[N:29]([CH2:30][C:31](O)=[O:32])[N:28]=[C:27]([C:34]([F:37])([F:36])[F:35])[CH:26]=1, predict the reaction product. (2) Given the reactants [NH2:1][C:2]1[C:10]([F:11])=[CH:9][C:8]([C:12]2[CH:13]=[C:14]3[C:20]([C:21]4[CH:26]=[CH:25][CH:24]=[CH:23][C:22]=4[O:27][CH3:28])=[N:19][NH:18][C:15]3=[N:16][CH:17]=2)=[CH:7][C:3]=1[C:4]([OH:6])=O.F[P-](F)(F)(F)(F)F.N1(O[P+](N2CCCC2)(N2CCCC2)N2CCCC2)C2C=CC=CC=2N=N1.[CH3:62][N:63]([CH3:69])[CH:64]1[CH2:68][CH2:67][NH:66][CH2:65]1, predict the reaction product. The product is: [NH2:1][C:2]1[C:10]([F:11])=[CH:9][C:8]([C:12]2[CH:13]=[C:14]3[C:20]([C:21]4[CH:26]=[CH:25][CH:24]=[CH:23][C:22]=4[O:27][CH3:28])=[N:19][NH:18][C:15]3=[N:16][CH:17]=2)=[CH:7][C:3]=1[C:4]([N:66]1[CH2:67][CH2:68][CH:64]([N:63]([CH3:69])[CH3:62])[CH2:65]1)=[O:6]. (3) Given the reactants [F:1][C:2]([F:21])([F:20])[C:3]1[CH:4]=[C:5]([CH:17]=[CH:18][CH:19]=1)[O:6][C:7]1[CH:16]=[CH:15][C:10]([C:11]([O:13]C)=[O:12])=[CH:9][CH:8]=1.[Li+].[OH-].C(O)(=O)CC(CC(O)=O)(C(O)=O)O, predict the reaction product. The product is: [F:1][C:2]([F:20])([F:21])[C:3]1[CH:4]=[C:5]([CH:17]=[CH:18][CH:19]=1)[O:6][C:7]1[CH:16]=[CH:15][C:10]([C:11]([OH:13])=[O:12])=[CH:9][CH:8]=1. (4) Given the reactants [Br:1][C:2]1[S:6][C:5]([CH2:7]Cl)=[N:4][C:3]=1[C:9]1[CH:10]=[N:11][CH:12]=[CH:13][CH:14]=1.[CH3:15][O:16][C:17](=[O:28])[CH2:18][O:19][C:20]1[CH:25]=[CH:24][C:23]([OH:26])=[CH:22][C:21]=1[CH3:27].C(=O)([O-])[O-].[Cs+].[Cs+], predict the reaction product. The product is: [CH3:15][O:16][C:17](=[O:28])[CH2:18][O:19][C:20]1[CH:25]=[CH:24][C:23]([O:26][CH2:7][C:5]2[S:6][C:2]([Br:1])=[C:3]([C:9]3[CH:10]=[N:11][CH:12]=[CH:13][CH:14]=3)[N:4]=2)=[CH:22][C:21]=1[CH3:27]. (5) Given the reactants [NH2:1][C@H:2]1[CH2:11][C:10]2[N:9]=[CH:8][C:7]([N:12]3[C:17](=[O:18])[CH:16]=[N:15][C:14]4[CH:19]=[CH:20][C:21]([O:23][CH3:24])=[N:22][C:13]3=4)=[CH:6][C:5]=2[CH2:4][C@H:3]1[OH:25].[O:26]=[C:27]1[CH2:32][O:31][C:30]2[CH:33]=[CH:34][C:35]([CH:37]=O)=[N:36][C:29]=2[NH:28]1.C(O[BH-](OC(=O)C)OC(=O)C)(=O)C.[Na+].C(Cl)[Cl:54], predict the reaction product. The product is: [ClH:54].[ClH:54].[OH:25][C@H:3]1[C@@H:2]([NH:1][CH2:37][C:35]2[CH:34]=[CH:33][C:30]3[O:31][CH2:32][C:27](=[O:26])[NH:28][C:29]=3[N:36]=2)[CH2:11][C:10]2[N:9]=[CH:8][C:7]([N:12]3[C:17](=[O:18])[CH:16]=[N:15][C:14]4[CH:19]=[CH:20][C:21]([O:23][CH3:24])=[N:22][C:13]3=4)=[CH:6][C:5]=2[CH2:4]1.